Dataset: Forward reaction prediction with 1.9M reactions from USPTO patents (1976-2016). Task: Predict the product of the given reaction. (1) Given the reactants [F:1][C:2]([F:7])([F:6])[C:3](O)=O.FC(F)(F)C(O)=O.FC(F)(F)C(O)=O.[CH:22]([C@:25]1([C:31]([N:33]2[CH2:38][CH2:37][N:36]([C:39]3[CH:40]=[N:41][CH:42]=C(C(F)(F)F)[CH:44]=3)[CH2:35][CH2:34]2)=[O:32])[CH2:29][CH2:28][C@@H:27]([NH2:30])[CH2:26]1)([CH3:24])[CH3:23].[CH3:49][CH:50]1[C:55](=O)[CH2:54][CH2:53][O:52][CH2:51]1.C(N(CC)CC)C.C(O[BH-](OC(=O)C)OC(=O)C)(=O)C.[Na+], predict the reaction product. The product is: [CH:22]([C@:25]1([C:31]([N:33]2[CH2:34][CH2:35][N:36]([C:39]3[CH:40]=[N:41][CH:42]=[C:3]([C:2]([F:7])([F:6])[F:1])[CH:44]=3)[CH2:37][CH2:38]2)=[O:32])[CH2:29][CH2:28][C@@H:27]([NH:30][CH:55]2[CH2:54][CH2:53][O:52][CH2:51][CH:50]2[CH3:49])[CH2:26]1)([CH3:24])[CH3:23]. (2) Given the reactants C([NH:8][N:9]1[C:15](=O)[CH2:14][C:13]2[CH:17]=[CH:18][CH:19]=[CH:20][C:12]=2[C:11]2[CH:21]=[CH:22][CH:23]=[CH:24][C:10]1=2)(OC(C)(C)C)=O.[C:25]([O-:28])([O-])=O.[Cs+].[Cs+].I[CH2:32][CH:33](C)[CH3:34].C(Cl)[Cl:37], predict the reaction product. The product is: [ClH:37].[NH2:8][N:9]1[C:25](=[O:28])[CH:14]([CH2:15][CH:33]([CH3:34])[CH3:32])[C:13]2[CH:17]=[CH:18][CH:19]=[CH:20][C:12]=2[C:11]2[CH:21]=[CH:22][CH:23]=[CH:24][C:10]1=2. (3) Given the reactants [CH:1]([N:4]([CH:30]([CH3:32])[CH3:31])[C:5](=O)[CH2:6][CH:7]([C:14]1[CH:19]=[C:18]([CH3:20])[CH:17]=[CH:16][C:15]=1[O:21][CH2:22][C:23]1[CH:28]=[CH:27][CH:26]=[CH:25][CH:24]=1)[C:8]1[CH:13]=[CH:12][CH:11]=[CH:10][CH:9]=1)([CH3:3])[CH3:2].[BH4-].[Na+].B(F)(F)F.CCOCC.Cl, predict the reaction product. The product is: [CH:30]([N:4]([CH:1]([CH3:3])[CH3:2])[CH2:5][CH2:6][CH:7]([C:14]1[CH:19]=[C:18]([CH3:20])[CH:17]=[CH:16][C:15]=1[O:21][CH2:22][C:23]1[CH:24]=[CH:25][CH:26]=[CH:27][CH:28]=1)[C:8]1[CH:13]=[CH:12][CH:11]=[CH:10][CH:9]=1)([CH3:32])[CH3:31]. (4) Given the reactants [CH2:1]([O:4][N:5]=[C:6]([C:9]1[C:14]([Cl:15])=[CH:13][C:12]([Cl:16])=[CH:11][N:10]=1)[CH2:7][NH2:8])[CH2:2][CH3:3].C(N(CC)CC)C.[F:24][C:25]([F:36])([F:35])[C:26]1[CH:34]=[CH:33][CH:32]=[CH:31][C:27]=1[C:28](Cl)=[O:29].O, predict the reaction product. The product is: [Cl:15][C:14]1[C:9]([C:6](=[N:5][O:4][CH2:1][CH2:2][CH3:3])[CH2:7][NH:8][C:28](=[O:29])[C:27]2[CH:31]=[CH:32][CH:33]=[CH:34][C:26]=2[C:25]([F:24])([F:35])[F:36])=[N:10][CH:11]=[C:12]([Cl:16])[CH:13]=1. (5) Given the reactants [Cl:1][C:2]1[N:7]=[CH:6][C:5]([CH:8]=[N:9][C:10]2[C:15]([F:16])=[CH:14][C:13]([O:17][CH3:18])=[CH:12][C:11]=2[F:19])=[CH:4][CH:3]=1.C1(C)C=CC(S([CH2:29][N+:30]#[C-:31])(=O)=O)=CC=1.[CH3:33]C(C)([O-])C.[K+], predict the reaction product. The product is: [Cl:1][C:2]1[CH:3]=[CH:4][C:5]([C:8]2[N:9]([C:10]3[C:11]([F:19])=[CH:12][C:13]([O:17][CH3:18])=[CH:14][C:15]=3[F:16])[CH:31]=[N:30][C:29]=2[CH3:33])=[CH:6][N:7]=1. (6) Given the reactants Cl[C:2]1[C:11]2[C:6](=[C:7]([CH3:16])[CH:8]=[C:9]([S:12]([CH3:15])(=[O:14])=[O:13])[CH:10]=2)[N:5]=[N:4][C:3]=1[C:17]([NH2:19])=[O:18].Cl.N1C=CC=CC=1.Cl.Cl.[F:29][C:30]1[CH:31]=[C:32]([NH2:36])[CH:33]=[N:34][CH:35]=1, predict the reaction product. The product is: [F:29][C:30]1[CH:31]=[C:32]([NH:36][C:2]2[C:11]3[C:6](=[C:7]([CH3:16])[CH:8]=[C:9]([S:12]([CH3:15])(=[O:14])=[O:13])[CH:10]=3)[N:5]=[N:4][C:3]=2[C:17]([NH2:19])=[O:18])[CH:33]=[N:34][CH:35]=1. (7) Given the reactants Br[C:2]1[C:3]([O:13]C)=[C:4]([CH3:12])[CH:5]=[C:6]2[C:11]=1[N:10]=[CH:9][CH:8]=[CH:7]2.[C:15]([O:19][C:20]([N:22]1[CH2:28][CH2:27][CH2:26][NH:25][CH2:24][CH2:23]1)=[O:21])([CH3:18])([CH3:17])[CH3:16], predict the reaction product. The product is: [C:15]([O:19][C:20]([N:22]1[CH2:28][CH2:27][CH2:26][N:25]([C:2]2[C:3]([OH:13])=[C:4]([CH3:12])[CH:5]=[C:6]3[C:11]=2[N:10]=[CH:9][CH:8]=[CH:7]3)[CH2:24][CH2:23]1)=[O:21])([CH3:18])([CH3:16])[CH3:17]. (8) Given the reactants [C:1]([C:3]1[N:4]=[C:5]([CH:8]2[CH2:13][CH2:12][N:11](C(OC(C)(C)C)=O)[CH2:10][CH2:9]2)[S:6][CH:7]=1)#[CH:2].FC(F)(F)C(O)=O, predict the reaction product. The product is: [C:1]([C:3]1[N:4]=[C:5]([CH:8]2[CH2:13][CH2:12][NH:11][CH2:10][CH2:9]2)[S:6][CH:7]=1)#[CH:2].